The task is: Predict the reaction yield, written as a fraction of the theoretical maximum amount of product (1.0 means a 100% yield; for example, 0.34 means a 34% yield).. This data is from Reaction yield outcomes from USPTO patents with 853,638 reactions. (1) The reactants are Cl[C:2]1[N:10]=[C:9]([Cl:11])[CH:8]=[CH:7][C:3]=1[C:4]([NH2:6])=[O:5].BrC1C=CC(O)=C[C:14]=1[CH:20]1OC[CH2:22][O:21]1.[OH-].[Na+].[C:27](#[N:29])C. No catalyst specified. The product is [Cl:11][C:9]1[CH:8]=[CH:7][C:3]([C:4]([NH2:6])=[O:5])=[C:2]([N:29]([CH2:14][CH2:20][O:21][CH3:22])[CH3:27])[N:10]=1. The yield is 0.910. (2) The reactants are Cl[C:2]1[N:7]=[C:6]([C:8]([O:10][CH3:11])=[O:9])[C:5]([CH3:12])=[N:4][C:3]=1[O:13][CH3:14].C(N(CC)CC)C.C(O)=O. The catalyst is [Pd].CC(C)=O. The product is [CH3:14][O:13][C:3]1[N:4]=[C:5]([CH3:12])[C:6]([C:8]([O:10][CH3:11])=[O:9])=[N:7][CH:2]=1. The yield is 0.950. (3) The yield is 0.600. The reactants are C=O.[F:3][C:4]([F:23])([F:22])[C:5]1[CH:6]=[C:7]([S:11]([N:14]2[CH2:19][CH2:18][CH:17]([O:20][NH2:21])[CH2:16][CH2:15]2)(=[O:13])=[O:12])[CH:8]=[CH:9][CH:10]=1.[C:24](O[BH-](OC(=O)C)OC(=O)C)(=O)C.[Na+]. The product is [CH3:24][NH:21][O:20][CH:17]1[CH2:16][CH2:15][N:14]([S:11]([C:7]2[CH:8]=[CH:9][CH:10]=[C:5]([C:4]([F:3])([F:22])[F:23])[CH:6]=2)(=[O:13])=[O:12])[CH2:19][CH2:18]1. The catalyst is ClCCCl.C(OCC)(=O)C. (4) No catalyst specified. The yield is 0.960. The product is [I:18][C:6]1[C:5]([OH:12])=[C:4]([N+:1]([O-:3])=[O:2])[C:9]([O:10][CH3:11])=[CH:8][CH:7]=1. The reactants are [N+:1]([C:4]1[C:9]([O:10][CH3:11])=[CH:8][CH:7]=[CH:6][C:5]=1[OH:12])([O-:3])=[O:2].C(=O)(O)[O-].[Na+].[I:18]I. (5) The reactants are [CH2:1]([O:3][C:4]([C@@H:6]([O:15]C(=O)C1C=CC([N+]([O-])=O)=CC=1)[CH2:7][CH2:8][C:9]1[CH:14]=[CH:13][CH:12]=[CH:11][CH:10]=1)=[O:5])C.C(=O)([O-])[O-].[K+].[K+]. The catalyst is CO. The product is [CH3:1][O:3][C:4](=[O:5])[C@@H:6]([OH:15])[CH2:7][CH2:8][C:9]1[CH:14]=[CH:13][CH:12]=[CH:11][CH:10]=1. The yield is 0.820. (6) The reactants are [F:1][C:2]1[CH:7]=[CH:6][C:5]([N:8]2[C:12]([NH2:13])=[CH:11][C:10]([C:14]([F:17])([F:16])[F:15])=[N:9]2)=[CH:4][CH:3]=1.C([O-])([O-])=O.[K+].[K+].Cl[C:25]([O:27][C:28]1[CH:33]=[CH:32][CH:31]=[CH:30][CH:29]=1)=[O:26]. The catalyst is C1COCC1. The product is [F:1][C:2]1[CH:3]=[CH:4][C:5]([N:8]2[C:12]([NH:13][C:25](=[O:26])[O:27][C:28]3[CH:33]=[CH:32][CH:31]=[CH:30][CH:29]=3)=[CH:11][C:10]([C:14]([F:15])([F:17])[F:16])=[N:9]2)=[CH:6][CH:7]=1. The yield is 0.790.